Dataset: Full USPTO retrosynthesis dataset with 1.9M reactions from patents (1976-2016). Task: Predict the reactants needed to synthesize the given product. (1) Given the product [Cl:15][C:11]1[C:12]([CH3:14])=[CH:13][C:8]2[N:7]=[C:19]([C:21]3[CH:26]=[CH:25][CH:24]=[C:23]([C:27]4[CH:28]=[N:29][C:30]([CH:33]5[CH2:35][CH2:34]5)=[CH:31][CH:32]=4)[CH:22]=3)[CH2:18][C:17](=[O:36])[NH:16][C:9]=2[CH:10]=1, predict the reactants needed to synthesize it. The reactants are: C(OC(=O)[NH:7][C:8]1[CH:13]=[C:12]([CH3:14])[C:11]([Cl:15])=[CH:10][C:9]=1[NH:16][C:17](=[O:36])[CH2:18][C:19]([C:21]1[CH:26]=[CH:25][CH:24]=[C:23]([C:27]2[CH:28]=[N:29][C:30]([CH:33]3[CH2:35][CH2:34]3)=[CH:31][CH:32]=2)[CH:22]=1)=O)(C)(C)C.C(O)(C(F)(F)F)=O. (2) Given the product [F:41][C:2]([F:1])([F:40])[C:3]1[CH:4]=[C:5]([CH:33]=[C:34]([C:36]([F:37])([F:38])[F:39])[CH:35]=1)[CH2:6][N:7]([CH2:14][C:15]1[CH:20]=[C:19]([C:21]([F:24])([F:23])[F:22])[CH:18]=[CH:17][C:16]=1[C:25]([CH:27]1[CH2:32][CH2:31][CH2:30][CH2:29][CH2:28]1)([OH:26])[CH3:42])[C:8]1[N:9]=[N:10][N:11]([CH3:13])[N:12]=1, predict the reactants needed to synthesize it. The reactants are: [F:1][C:2]([F:41])([F:40])[C:3]1[CH:4]=[C:5]([CH:33]=[C:34]([C:36]([F:39])([F:38])[F:37])[CH:35]=1)[CH2:6][N:7]([CH2:14][C:15]1[CH:20]=[C:19]([C:21]([F:24])([F:23])[F:22])[CH:18]=[CH:17][C:16]=1[C:25]([CH:27]1[CH2:32][CH2:31][CH2:30][CH2:29][CH2:28]1)=[O:26])[C:8]1[N:9]=[N:10][N:11]([CH3:13])[N:12]=1.[CH3:42][Mg]Br. (3) Given the product [Cl:1][C:2]1[N:3]=[C:4]2[N:12]([CH2:21][C:22]([C:24]3[CH:25]=[N:26][C:27]([CH3:30])=[CH:28][CH:29]=3)=[O:23])[C@H:11]([C:13]([F:14])([F:15])[F:16])[CH2:10][CH2:9][N:5]2[C:6](=[O:8])[CH:7]=1, predict the reactants needed to synthesize it. The reactants are: [Cl:1][C:2]1[N:3]=[C:4]2[NH:12][C@H:11]([C:13]([F:16])([F:15])[F:14])[CH2:10][CH2:9][N:5]2[C:6](=[O:8])[CH:7]=1.[H-].[Na+].Br.Br[CH2:21][C:22]([C:24]1[CH:25]=[N:26][C:27]([CH3:30])=[CH:28][CH:29]=1)=[O:23].